From a dataset of Forward reaction prediction with 1.9M reactions from USPTO patents (1976-2016). Predict the product of the given reaction. Given the reactants [C:1]([CH:3]([C:9]1[CH:14]=[CH:13][C:12]([S:15]([N:18]([CH3:20])[CH3:19])(=[O:17])=[O:16])=[CH:11][C:10]=1[N+:21]([O-])=O)[C:4]([O:6][CH2:7][CH3:8])=[O:5])#[N:2], predict the reaction product. The product is: [NH2:2][C:1]1[NH:21][C:10]2[C:9]([C:3]=1[C:4]([O:6][CH2:7][CH3:8])=[O:5])=[CH:14][CH:13]=[C:12]([S:15]([N:18]([CH3:20])[CH3:19])(=[O:17])=[O:16])[CH:11]=2.